This data is from Full USPTO retrosynthesis dataset with 1.9M reactions from patents (1976-2016). The task is: Predict the reactants needed to synthesize the given product. (1) Given the product [C:86]([OH:91])(=[O:90])[C:87]([OH:89])=[O:88].[CH3:27][N:28]([CH3:56])[CH2:29][C:30]1[C:38]2[C:33](=[CH:34][CH:35]=[C:36]([C:39]3[O:40][C:41]([CH2:44][S:45][CH2:46][CH2:47][O:48][C:49]4[CH:54]=[CH:53][CH:52]=[CH:51][CH:50]=4)=[N:42][N:43]=3)[CH:37]=2)[N:32]([CH3:55])[CH:31]=1, predict the reactants needed to synthesize it. The reactants are: CN1C2C(=CC(C3OC(CSCCOC4C=CC=CC=4)=NN=3)=CC=2)C=C1.[CH3:27][N:28]([CH3:56])[CH2:29][C:30]1[C:38]2[C:33](=[CH:34][CH:35]=[C:36]([C:39]3[O:40][C:41]([CH2:44][S:45][CH2:46][CH2:47][O:48][C:49]4[CH:54]=[CH:53][CH:52]=[CH:51][CH:50]=4)=[N:42][N:43]=3)[CH:37]=2)[N:32]([CH3:55])[CH:31]=1.CN(C)CC1C2C(=CC=C(C3OC(CSCCOC4C=CC=CC=4)=NN=3)C=2)NC=1.[C:86]([OH:91])(=[O:90])[C:87]([OH:89])=[O:88]. (2) The reactants are: F[C:2]1[C:7]2[CH:8]=[CH:9][S:10][C:6]=2[C:5]([C:11]#[N:12])=[CH:4][CH:3]=1.[OH:13][C:14]([C@H:17]1[CH2:21][CH2:20][NH:19][C@H:18]1[CH3:22])([CH3:16])[CH3:15].C(=O)([O-])[O-].[K+].[K+]. Given the product [OH:13][C:14]([C@H:17]1[CH2:21][CH2:20][N:19]([C:2]2[C:7]3[CH:8]=[CH:9][S:10][C:6]=3[C:5]([C:11]#[N:12])=[CH:4][CH:3]=2)[C@H:18]1[CH3:22])([CH3:16])[CH3:15], predict the reactants needed to synthesize it. (3) Given the product [CH3:1][C:2]1[N:3]=[C:4]2[CH:9]=[CH:8][C:7]([CH2:10][N:11]3[CH2:12][CH2:13][NH:14][CH2:15][CH2:16]3)=[CH:6][N:5]2[C:24]=1[C:25]1[S:26][C:27]([C:36]2[N:40]=[CH:39][NH:38][N:37]=2)=[C:28]([C:30]2[CH:35]=[CH:34][CH:33]=[CH:32][CH:31]=2)[N:29]=1, predict the reactants needed to synthesize it. The reactants are: [CH3:1][C:2]1[N:3]=[C:4]2[CH:9]=[CH:8][C:7]([CH2:10][N:11]3[CH2:16][CH2:15][N:14](C(OC(C)(C)C)=O)[CH2:13][CH2:12]3)=[CH:6][N:5]2[C:24]=1[C:25]1[S:26][C:27]([C:36]2[N:40]=[CH:39][N:38](C3CCCCO3)[N:37]=2)=[C:28]([C:30]2[CH:35]=[CH:34][CH:33]=[CH:32][CH:31]=2)[N:29]=1.FC(F)(F)C(O)=O.C(Cl)Cl. (4) Given the product [Cl:1][C:2]1[N:7]=[C:6]([C:8]2[NH:9][C:10]3[C:15]([CH:16]=2)=[C:14]([F:17])[CH:13]=[CH:12][CH:11]=3)[CH:5]=[N:4][CH:3]=1, predict the reactants needed to synthesize it. The reactants are: [Cl:1][C:2]1[N:7]=[C:6]([C:8]2[N:9](C(OC(C)(C)C)=O)[C:10]3[C:15]([CH:16]=2)=[C:14]([F:17])[CH:13]=[CH:12][CH:11]=3)[CH:5]=[N:4][CH:3]=1. (5) The reactants are: Cl.[F:2][C:3]1[CH:8]=[CH:7][C:6]([S:9]([CH2:12][CH:13]2[CH2:16][NH:15][CH2:14]2)(=[O:11])=[O:10])=[CH:5][CH:4]=1.C(=O)([O-])[O-].[K+].[K+].[I-].[Na+].[Cl:25][CH2:26][CH2:27][CH2:28][C:29]([C:31]1[CH:36]=[CH:35][C:34]([F:37])=[CH:33][CH:32]=1)=[O:30].Cl. Given the product [ClH:25].[F:37][C:34]1[CH:33]=[CH:32][C:31]([C:29](=[O:30])[CH2:28][CH2:27][CH2:26][N:15]2[CH2:16][CH:13]([CH2:12][S:9]([C:6]3[CH:7]=[CH:8][C:3]([F:2])=[CH:4][CH:5]=3)(=[O:11])=[O:10])[CH2:14]2)=[CH:36][CH:35]=1, predict the reactants needed to synthesize it. (6) Given the product [F:1][C:2]1[CH:7]=[CH:6][C:5]([O:8][C:9](=[O:25])[N:10]([C@@H:12]2[C@@H:16]([C:17]3[CH:22]=[CH:21][C:20]([Cl:23])=[C:19]([Cl:24])[CH:18]=3)[CH2:15][N:14]([C:34](=[O:35])[CH2:33][CH2:32][N:28]3[CH2:29][CH2:30][CH2:31][C:27]3=[O:26])[CH2:13]2)[CH3:11])=[CH:4][CH:3]=1, predict the reactants needed to synthesize it. The reactants are: [F:1][C:2]1[CH:7]=[CH:6][C:5]([O:8][C:9](=[O:25])[N:10]([C@@H:12]2[C@@H:16]([C:17]3[CH:22]=[CH:21][C:20]([Cl:23])=[C:19]([Cl:24])[CH:18]=3)[CH2:15][NH:14][CH2:13]2)[CH3:11])=[CH:4][CH:3]=1.[O:26]=[C:27]1[CH2:31][CH2:30][CH2:29][N:28]1[CH2:32][CH2:33][C:34](O)=[O:35]. (7) Given the product [CH3:33][O:32][C:4]1[CH:5]=[C:6]([CH:9]([CH3:31])[C:10]([NH:12][CH2:13][C:14]2[C:15]([N:24]3[CH2:29][CH2:28][CH:27]([CH3:30])[CH2:26][CH2:25]3)=[N:16][C:17]([C:20]([F:23])([F:21])[F:22])=[CH:18][CH:19]=2)=[O:11])[CH:7]=[CH:8][C:3]=1[CH2:1][NH:2][C:34](=[O:35])[O:36][C:37]([CH3:40])([CH3:39])[CH3:38], predict the reactants needed to synthesize it. The reactants are: [C:1]([C:3]1[CH:8]=[CH:7][C:6]([CH:9]([CH3:31])[C:10]([NH:12][CH2:13][C:14]2[C:15]([N:24]3[CH2:29][CH2:28][CH:27]([CH3:30])[CH2:26][CH2:25]3)=[N:16][C:17]([C:20]([F:23])([F:22])[F:21])=[CH:18][CH:19]=2)=[O:11])=[CH:5][C:4]=1[O:32][CH3:33])#[N:2].[C:34](O[C:34]([O:36][C:37]([CH3:40])([CH3:39])[CH3:38])=[O:35])([O:36][C:37]([CH3:40])([CH3:39])[CH3:38])=[O:35].[BH4-].[Na+].NCCNCCN.